This data is from Catalyst prediction with 721,799 reactions and 888 catalyst types from USPTO. The task is: Predict which catalyst facilitates the given reaction. Reactant: [CH2:1]([C:3]1([CH2:23][CH3:24])[CH2:8][CH2:7][C:6]([C:9]2[CH:14]=[CH:13][C:12]([O:15][CH3:16])=[CH:11][C:10]=2[N:17]2[CH2:22][CH2:21][NH:20][CH2:19][CH2:18]2)=[CH:5][CH2:4]1)[CH3:2].[O:25]1[CH2:30][CH2:29][CH:28]([CH:31]=O)[CH2:27][CH2:26]1.C(O[BH-](OC(=O)C)OC(=O)C)(=O)C.[Na+].C(O)(=O)C.C(=O)([O-])O.[Na+]. Product: [CH2:23]([C:3]1([CH2:1][CH3:2])[CH2:8][CH2:7][C:6]([C:9]2[CH:14]=[CH:13][C:12]([O:15][CH3:16])=[CH:11][C:10]=2[N:17]2[CH2:18][CH2:19][N:20]([CH2:31][CH:28]3[CH2:29][CH2:30][O:25][CH2:26][CH2:27]3)[CH2:21][CH2:22]2)=[CH:5][CH2:4]1)[CH3:24]. The catalyst class is: 7.